This data is from Full USPTO retrosynthesis dataset with 1.9M reactions from patents (1976-2016). The task is: Predict the reactants needed to synthesize the given product. (1) Given the product [C:30]([C:29]1[CH:28]=[CH:27][C:26]([CH:9]2[N:10]([CH2:41][C:42]([O:44][C:45]([CH3:48])([CH3:47])[CH3:46])=[O:43])[C:11](=[O:25])[N:12]([C:15]3[CH:20]=[CH:19][CH:18]=[C:17]([C:21]([F:22])([F:23])[F:24])[CH:16]=3)[C:13]([CH3:14])=[C:8]2[C:6]([C:2]2[O:1][CH:5]=[CH:4][CH:3]=2)=[O:7])=[CH:33][CH:32]=1)#[N:31], predict the reactants needed to synthesize it. The reactants are: [O:1]1[CH:5]=[CH:4][CH:3]=[C:2]1[C:6]([C:8]1[CH:9]([C:26]2[CH:33]=[CH:32][C:29]([C:30]#[N:31])=[CH:28][CH:27]=2)[NH:10][C:11](=[O:25])[N:12]([C:15]2[CH:20]=[CH:19][CH:18]=[C:17]([C:21]([F:24])([F:23])[F:22])[CH:16]=2)[C:13]=1[CH3:14])=[O:7].C(=O)([O-])[O-].[K+].[K+].Br[CH2:41][C:42]([O:44][C:45]([CH3:48])([CH3:47])[CH3:46])=[O:43]. (2) The reactants are: C[O:2][C:3](=[O:32])[C:4]1[CH:9]=[CH:8][C:7]([CH2:10][NH:11][C:12]([C:14]2[CH:19]=[C:18]([C:20](=[O:31])[NH:21][CH2:22][C:23]3[CH:28]=[CH:27][CH:26]=[C:25]([O:29][CH3:30])[CH:24]=3)[N:17]=[CH:16][N:15]=2)=[O:13])=[CH:6][CH:5]=1.O1CCCC1.[OH-].[K+].Cl. Given the product [CH3:30][O:29][C:25]1[CH:24]=[C:23]([CH:28]=[CH:27][CH:26]=1)[CH2:22][NH:21][C:20]([C:18]1[N:17]=[CH:16][N:15]=[C:14]([C:12]([NH:11][CH2:10][C:7]2[CH:6]=[CH:5][C:4]([C:3]([OH:32])=[O:2])=[CH:9][CH:8]=2)=[O:13])[CH:19]=1)=[O:31], predict the reactants needed to synthesize it. (3) Given the product [CH2:1]([O:8][C:9]1[C:10]([C:37]2[CH:46]=[CH:45][C:44]3[O:43][CH2:42][CH2:41][CH2:40][C:39]=3[CH:38]=2)=[C:11]([CH:16]([OH:21])[C:17]([O:19][CH3:20])=[O:18])[C:12]([CH3:15])=[CH:13][CH:14]=1)[C:2]1[CH:7]=[CH:6][CH:5]=[CH:4][CH:3]=1, predict the reactants needed to synthesize it. The reactants are: [CH2:1]([O:8][C:9]1[C:10](Br)=[C:11]([CH:16]([OH:21])[C:17]([O:19][CH3:20])=[O:18])[C:12]([CH3:15])=[CH:13][CH:14]=1)[C:2]1[CH:7]=[CH:6][CH:5]=[CH:4][CH:3]=1.C(=O)([O-])[O-].[Na+].[Na+].CC1(C)C(C)(C)OB([C:37]2[CH:38]=[C:39]3[C:44](=[CH:45][CH:46]=2)[O:43][CH2:42][CH2:41][CH2:40]3)O1. (4) Given the product [Cl:21][C:15]1[C:10]2[CH2:9][N:8]([C:5]3[CH:4]=[CH:3][C:2]([CH3:1])=[CH:7][N:6]=3)[CH2:18][CH2:17][C:11]=2[N:12]=[CH:13][N:14]=1, predict the reactants needed to synthesize it. The reactants are: [CH3:1][C:2]1[CH:3]=[CH:4][C:5]([N:8]2[CH2:18][CH2:17][C:11]3[N:12]=[CH:13][NH:14][C:15](=O)[C:10]=3[CH2:9]2)=[N:6][CH:7]=1.P(Cl)(Cl)([Cl:21])=O.CN(C)C1C=CC=CC=1.C(=O)(O)[O-].[Na+]. (5) Given the product [Cl:13][C:14]1[S:17][N:11]=[C:10]([CH2:9][O:2][C:3]2[CH:8]=[CH:7][CH:6]=[CH:5][CH:4]=2)[N:12]=1, predict the reactants needed to synthesize it. The reactants are: Cl.[O:2]([CH2:9][C:10](=[NH:12])[NH2:11])[C:3]1[CH:8]=[CH:7][CH:6]=[CH:5][CH:4]=1.[Cl:13][C:14]([SH:17])(Cl)Cl.[OH-].[Na+].